This data is from Catalyst prediction with 721,799 reactions and 888 catalyst types from USPTO. The task is: Predict which catalyst facilitates the given reaction. (1) Product: [CH2:1]([O:3][C:4]1[NH:8][C:7]2[CH:9]=[C:10]([N+:17]([O-:19])=[O:18])[CH:11]=[C:12]([C:13]([O:15][CH3:16])=[O:14])[C:6]=2[N:5]=1)[CH3:2]. Reactant: [CH2:1]([O:3][C:4]1[NH:8][C:7]2[CH:9]=[CH:10][CH:11]=[C:12]([C:13]([O:15][CH3:16])=[O:14])[C:6]=2[N:5]=1)[CH3:2].[N+:17]([O-])([O-:19])=[O:18].[K+].[OH-].[Na+]. The catalyst class is: 65. (2) Reactant: [CH2:1]([S:8][C:9]1[N:14]=[C:13]([NH:15][S:16]([CH3:19])(=[O:18])=[O:17])[CH:12]=[C:11]([NH:20][CH2:21][CH2:22][OH:23])[N:10]=1)[C:2]1[CH:7]=[CH:6][CH:5]=[CH:4][CH:3]=1.NC(CO)[CH2:26][OH:27].CCOC(C)=O.O. Product: [CH2:1]([S:8][C:9]1[N:14]=[C:13]([NH:15][S:16]([CH3:19])(=[O:17])=[O:18])[CH:12]=[C:11]([NH:20][CH:21]([CH2:26][OH:27])[CH2:22][OH:23])[N:10]=1)[C:2]1[CH:3]=[CH:4][CH:5]=[CH:6][CH:7]=1. The catalyst class is: 37.